Dataset: Catalyst prediction with 721,799 reactions and 888 catalyst types from USPTO. Task: Predict which catalyst facilitates the given reaction. (1) Reactant: [S:1]1[CH:5]=[CH:4][C:3]2[C:6]([N:10]3[CH2:15][CH2:14][N:13]([CH2:16][CH2:17][CH2:18][CH2:19][O:20]C4C=C5C(CCN(C)C5=O)=CC=4)[CH2:12][CH2:11]3)=[CH:7][CH:8]=[CH:9][C:2]1=2.[Cl:33]CCCCO[C:39]1[CH:48]=[C:47]2[C:42]([CH2:43][CH2:44][N:45]([CH3:50])[C:46]2=[O:49])=[CH:41][CH:40]=1.CO.Cl. Product: [ClH:33].[S:1]1[CH:5]=[CH:4][C:3]2[C:6]([N:10]3[CH2:15][CH2:14][N:13]([CH2:16][CH2:17][CH2:18][CH2:19][O:20][CH:44]4[CH2:43][C:42]5[C:47](=[CH:48][CH:39]=[CH:40][CH:41]=5)[C:46](=[O:49])[N:45]4[CH3:50])[CH2:12][CH2:11]3)=[CH:7][CH:8]=[CH:9][C:2]1=2. The catalyst class is: 5. (2) Reactant: C1(P(C2C=CC=CC=2)C2C=CC=CC=2)C=CC=CC=1.[F:20][C:21]1[C:26]([O:27][CH3:28])=[CH:25][C:24]([O:29][CH3:30])=[C:23]([F:31])[C:22]=1[N:32]1[CH2:37][C:36]2[CH:38]=[N:39][C:40]3[N:44](S(C4C=CC=CC=4)(=O)=O)[C:43]([CH2:54]O)=[CH:42][C:41]=3[C:35]=2[N:34]([CH2:56][CH3:57])[C:33]1=[O:58].[OH:59][C:60]1[CH:65]=[CH:64][CH:63]=[CH:62][N:61]=1.N(C(OCC)=O)=NC(OCC)=O.C[O-].[Na+]. Product: [F:20][C:21]1[C:26]([O:27][CH3:28])=[CH:25][C:24]([O:29][CH3:30])=[C:23]([F:31])[C:22]=1[N:32]1[CH2:37][C:36]2[CH:38]=[N:39][C:40]3[NH:44][C:43]([CH2:54][N:61]4[CH:62]=[CH:63][CH:64]=[CH:65][C:60]4=[O:59])=[CH:42][C:41]=3[C:35]=2[N:34]([CH2:56][CH3:57])[C:33]1=[O:58]. The catalyst class is: 83.